This data is from Catalyst prediction with 721,799 reactions and 888 catalyst types from USPTO. The task is: Predict which catalyst facilitates the given reaction. (1) Reactant: [C:1]1([C:7]2[CH:8]=[CH:9][C:10]3[N:11]([C:26]4[CH:31]=[CH:30][C:29]([OH:32])=[CH:28][CH:27]=4)[C:12]4[C:17]([C:18]=3[CH:19]=2)=[CH:16][C:15]([C:20]2[CH:25]=[CH:24][CH:23]=[CH:22][CH:21]=2)=[CH:14][CH:13]=4)[CH:6]=[CH:5][CH:4]=[CH:3][CH:2]=1.[H-].[Na+].Br[CH2:36][CH2:37][CH2:38][CH2:39][CH2:40][CH2:41][CH2:42][CH2:43][OH:44].O. Product: [C:1]1([C:7]2[CH:8]=[CH:9][C:10]3[N:11]([C:26]4[CH:27]=[CH:28][C:29]([O:32][CH2:36][CH2:37][CH2:38][CH2:39][CH2:40][CH2:41][CH2:42][CH2:43][OH:44])=[CH:30][CH:31]=4)[C:12]4[C:17]([C:18]=3[CH:19]=2)=[CH:16][C:15]([C:20]2[CH:25]=[CH:24][CH:23]=[CH:22][CH:21]=2)=[CH:14][CH:13]=4)[CH:2]=[CH:3][CH:4]=[CH:5][CH:6]=1. The catalyst class is: 9. (2) Reactant: N(C(OC(C)C)=O)=NC(OC(C)C)=O.[NH2:15][C:16]1[CH:21]=[CH:20][C:19]([OH:22])=[CH:18][C:17]=1[N+:23]([O-:25])=[O:24].C1(P(C2C=CC=CC=2)C2C=CC=CC=2)C=CC=CC=1.O[CH2:46][CH2:47][N:48]1[CH2:53][CH2:52][O:51][CH2:50][CH2:49]1. Product: [N:48]1([CH2:47][CH2:46][O:22][C:19]2[CH:20]=[CH:21][C:16]([NH2:15])=[C:17]([N+:23]([O-:25])=[O:24])[CH:18]=2)[CH2:53][CH2:52][O:51][CH2:50][CH2:49]1. The catalyst class is: 1.